From a dataset of Full USPTO retrosynthesis dataset with 1.9M reactions from patents (1976-2016). Predict the reactants needed to synthesize the given product. Given the product [CH2:20]([N:12]1[C:13]2[C:14](=[O:15])[NH:16][CH:17]=[N:18][C:19]=2[N:10]=[CH:11]1)[C:21]1[CH:26]=[CH:25][CH:24]=[CH:23][CH:22]=1, predict the reactants needed to synthesize it. The reactants are: [C@@H]1([N:10]2[C:19]3[N:18]=[CH:17][N:16]=[C:14]([OH:15])[C:13]=3[N:12]=[CH:11]2)O[C@H](CO)[C@@H](O)[C@H]1O.[CH2:20](Br)[C:21]1[CH:26]=[CH:25][CH:24]=[CH:23][CH:22]=1.C(OCC)(=O)C.